This data is from Catalyst prediction with 721,799 reactions and 888 catalyst types from USPTO. The task is: Predict which catalyst facilitates the given reaction. (1) Reactant: [CH:1]([OH:3])=O.C(OC(=O)C)(=O)C.[Br:11][C:12]1[CH:18]=[CH:17][C:15]([NH2:16])=[CH:14][CH:13]=1. Product: [Br:11][C:12]1[CH:18]=[CH:17][C:15]([NH:16][CH:1]=[O:3])=[CH:14][CH:13]=1. The catalyst class is: 1. (2) Reactant: [C:1]([C:3]1[CH:8]=[CH:7][C:6]([N:9]2[CH2:18][CH2:17][C:16]3[C:15]([NH:19][C:20]4[CH:42]=[CH:41][C:23]([O:24][CH2:25][CH2:26][CH2:27][N:28]5[CH2:33][CH2:32][N:31](C(OC(C)(C)C)=O)[CH2:30][CH2:29]5)=[CH:22][CH:21]=4)=[N:14][CH:13]=[N:12][C:11]=3[CH2:10]2)=[CH:5][C:4]=1[C:43]([F:46])([F:45])[F:44])#[N:2].Cl.CO.C(N(CC)CC)C.[CH3:57][S:58](Cl)(=[O:60])=[O:59]. Product: [CH3:57][S:58]([N:31]1[CH2:32][CH2:33][N:28]([CH2:27][CH2:26][CH2:25][O:24][C:23]2[CH:41]=[CH:42][C:20]([NH:19][C:15]3[C:16]4[CH2:17][CH2:18][N:9]([C:6]5[CH:7]=[CH:8][C:3]([C:1]#[N:2])=[C:4]([C:43]([F:46])([F:45])[F:44])[CH:5]=5)[CH2:10][C:11]=4[N:12]=[CH:13][N:14]=3)=[CH:21][CH:22]=2)[CH2:29][CH2:30]1)(=[O:60])=[O:59]. The catalyst class is: 46. (3) Reactant: [NH2:1][CH2:2][C@H:3]1[CH2:8][CH2:7][C@H:6]([CH2:9][NH:10][C:11](=[O:26])[C:12]2[CH:17]=[C:16]([C:18]([F:21])([F:20])[F:19])[CH:15]=[C:14]([C:22]([F:25])([F:24])[F:23])[CH:13]=2)[CH2:5][CH2:4]1.[C:27]([NH:31][C:32](=[O:35])[CH2:33]Cl)([CH3:30])([CH3:29])[CH3:28].CCN(C(C)C)C(C)C. Product: [C:27]([NH:31][C:32](=[O:35])[CH2:33][NH:1][CH2:2][C@H:3]1[CH2:4][CH2:5][C@H:6]([CH2:9][NH:10][C:11](=[O:26])[C:12]2[CH:17]=[C:16]([C:18]([F:20])([F:21])[F:19])[CH:15]=[C:14]([C:22]([F:23])([F:24])[F:25])[CH:13]=2)[CH2:7][CH2:8]1)([CH3:30])([CH3:29])[CH3:28]. The catalyst class is: 3. (4) Reactant: [Cl:1][C:2]1[CH:3]=[C:4]2[C:10](B3OC(C)(C)C(C)(C)O3)=[CH:9][N:8](S(C3C=CC(C)=CC=3)(=O)=O)[C:5]2=[N:6][CH:7]=1.[C:30]([C:34]1[C:39]([F:40])=[C:38]([S:41][CH3:42])[N:37]=[C:36](Cl)[N:35]=1)([CH3:33])([CH3:32])[CH3:31].C([O-])([O-])=O.[Na+].[Na+]. Product: [C:30]([C:34]1[C:39]([F:40])=[C:38]([S:41][CH3:42])[N:37]=[C:36]([C:10]2[C:4]3[C:5](=[N:6][CH:7]=[C:2]([Cl:1])[CH:3]=3)[NH:8][CH:9]=2)[N:35]=1)([CH3:33])([CH3:31])[CH3:32]. The catalyst class is: 104. (5) Reactant: [Br:1][C:2]1[CH:3]=[CH:4][C:5]([F:19])=[C:6]([C:8]2[N:17]=[C:16](Cl)[C:15]3[C:10](=[N:11][CH:12]=[CH:13][N:14]=3)[N:9]=2)[CH:7]=1.[CH3:20][O:21][C:22](=[O:30])[C:23]1[C:28]([NH2:29])=[CH:27][CH:26]=[N:25][CH:24]=1.C(N(CC)CC)C. Product: [CH3:20][O:21][C:22](=[O:30])[C:23]1[C:28]([NH:29][C:16]2[C:15]3[C:10](=[N:11][CH:12]=[CH:13][N:14]=3)[N:9]=[C:8]([C:6]3[CH:7]=[C:2]([Br:1])[CH:3]=[CH:4][C:5]=3[F:19])[N:17]=2)=[CH:27][CH:26]=[N:25][CH:24]=1. The catalyst class is: 68. (6) Reactant: [CH2:1]([O:3][C:4]([N:6]1[C:15]2[C:10](=[N:11][C:12]([OH:16])=[CH:13][CH:14]=2)[C@@H:9]([NH:17][C:18]2[N:23]=[C:22]([CH2:24][C:25]3[CH:30]=[C:29]([C:31]([F:34])([F:33])[F:32])[CH:28]=[C:27]([C:35]([F:38])([F:37])[F:36])[CH:26]=3)[C:21]([N:39]3[CH2:44][CH2:43][O:42][CH2:41][CH2:40]3)=[CH:20][N:19]=2)[CH2:8][C@H:7]1[CH2:45][CH3:46])=[O:5])[CH3:2].C(=O)([O-])[O-].[Cs+].[Cs+].COC(=O)[C:56](Cl)([F:58])[F:57].C(O)(=O)CC(CC(O)=O)(C(O)=O)O. Product: [CH2:1]([O:3][C:4]([N:6]1[C:15]2[C:10](=[N:11][C:12]([O:16][CH:56]([F:58])[F:57])=[CH:13][CH:14]=2)[C@@H:9]([NH:17][C:18]2[N:23]=[C:22]([CH2:24][C:25]3[CH:30]=[C:29]([C:31]([F:34])([F:33])[F:32])[CH:28]=[C:27]([C:35]([F:38])([F:36])[F:37])[CH:26]=3)[C:21]([N:39]3[CH2:40][CH2:41][O:42][CH2:43][CH2:44]3)=[CH:20][N:19]=2)[CH2:8][C@H:7]1[CH2:45][CH3:46])=[O:5])[CH3:2]. The catalyst class is: 42. (7) Product: [CH3:11][N:9]1[CH:10]=[C:6]([Sn:16]([CH2:17][CH2:18][CH2:19][CH3:20])([CH2:21][CH2:22][CH2:23][CH3:24])[CH2:12][CH2:13][CH2:14][CH3:15])[N:7]=[CH:8]1. Reactant: C([Mg]Br)C.I[C:6]1[N:7]=[CH:8][N:9]([CH3:11])[CH:10]=1.[CH2:12]([Sn:16](Cl)([CH2:21][CH2:22][CH2:23][CH3:24])[CH2:17][CH2:18][CH2:19][CH3:20])[CH2:13][CH2:14][CH3:15]. The catalyst class is: 1. (8) Reactant: [CH3:1][C:2]1[CH:3]=[C:4]([NH:13][C:14]2[N:19]=[C:18]([C:20]([F:23])([F:22])[F:21])[CH:17]=[CH:16][N:15]=2)[CH:5]=[C:6]([C:8]2[S:12][CH:11]=[N:10][CH:9]=2)[CH:7]=1.[Li+].CC([N-]C(C)C)C.[O:32]=[C:33]1[CH2:42][CH2:41][CH2:40][C:39]2[CH:38]=[C:37]([C:43]([OH:45])=[O:44])[CH:36]=[CH:35][C:34]1=2. Product: [OH:32][C:33]1([C:11]2[S:12][C:8]([C:6]3[CH:5]=[C:4]([NH:13][C:14]4[N:19]=[C:18]([C:20]([F:21])([F:23])[F:22])[CH:17]=[CH:16][N:15]=4)[CH:3]=[C:2]([CH3:1])[CH:7]=3)=[CH:9][N:10]=2)[CH2:42][CH2:41][CH2:40][C:39]2[CH:38]=[C:37]([C:43]([OH:45])=[O:44])[CH:36]=[CH:35][C:34]1=2. The catalyst class is: 1.